This data is from Catalyst prediction with 721,799 reactions and 888 catalyst types from USPTO. The task is: Predict which catalyst facilitates the given reaction. (1) Reactant: [OH:1][C:2]1[C:11]2[C:6](=[CH:7][CH:8]=[C:9]([O:12]C)[N:10]=2)[N:5]=[CH:4][C:3]=1[C:14](=[O:17])[CH2:15][CH3:16].C[Si](Cl)(C)C.[I-].[Na+].S([O-])([O-])(=O)=S.[Na+].[Na+]. Product: [OH:1][C:2]1[C:11]2[C:6](=[CH:7][CH:8]=[C:9]([OH:12])[N:10]=2)[N:5]=[CH:4][C:3]=1[C:14](=[O:17])[CH2:15][CH3:16]. The catalyst class is: 10. (2) The catalyst class is: 3. Reactant: [Br:1][C:2]1[CH:3]=[C:4]([NH2:13])[C:5]([NH:8][C:9]([CH3:12])([CH3:11])[CH3:10])=[CH:6][CH:7]=1.[CH:14]([C:16]1[CH:23]=[CH:22][CH:21]=[CH:20][C:17]=1[C:18]#[N:19])=O.OOS([O-])=O.[K+].C([O-])([O-])=O.[K+].[K+]. Product: [Br:1][C:2]1[CH:7]=[CH:6][C:5]2[N:8]([C:9]([CH3:10])([CH3:12])[CH3:11])[C:14]([C:16]3[CH:23]=[CH:22][CH:21]=[CH:20][C:17]=3[C:18]#[N:19])=[N:13][C:4]=2[CH:3]=1. (3) Reactant: [Cl:1][C:2]1[CH:3]=[CH:4][C:5]([CH3:22])=[C:6]([C:8]2[C:12](NC(=O)OC(C)(C)C)=[CH:11][N:10](C)[N:9]=2)[CH:7]=1.ClC1C=CC(C)=C(C2N(C)N=CC=2N[C:37](=[O:43])[O:38][C:39](C)(C)[CH3:40])C=1.Cl. Product: [Cl:1][C:2]1[CH:3]=[CH:4][C:5]([CH3:22])=[C:6]([C:8]2[NH:9][N:10]=[CH:11][C:12]=2[C:37]([O:38][CH2:39][CH3:40])=[O:43])[CH:7]=1. The catalyst class is: 4. (4) Reactant: C[O:2][C:3](=O)[CH2:4][O:5][C:6]1([C:18]2[S:19][CH:20]=[CH:21][N:22]=2)[CH2:10][CH2:9][N:8]([C:11]([O:13][C:14]([CH3:17])([CH3:16])[CH3:15])=[O:12])[CH2:7]1.[BH4-].[Na+]. Product: [OH:2][CH2:3][CH2:4][O:5][C:6]1([C:18]2[S:19][CH:20]=[CH:21][N:22]=2)[CH2:10][CH2:9][N:8]([C:11]([O:13][C:14]([CH3:17])([CH3:15])[CH3:16])=[O:12])[CH2:7]1. The catalyst class is: 5. (5) Reactant: [F:1][C:2]1[CH:3]=[C:4]([C:8](=O)[CH2:9][C:10]([O:12]CC)=O)[CH:5]=[CH:6][CH:7]=1.CC1C=CC(S(O)(=O)=O)=CC=1.[N:27]1[CH:32]=[CH:31][CH:30]=[CH:29][C:28]=1[C:33]1[C:34]([NH2:39])=[N:35][NH:36][C:37]=1[NH2:38]. Product: [NH2:39][C:34]1[C:33]([C:28]2[CH:29]=[CH:30][CH:31]=[CH:32][N:27]=2)=[C:37]2[NH:38][C:8]([C:4]3[CH:5]=[CH:6][CH:7]=[C:2]([F:1])[CH:3]=3)=[CH:9][C:10](=[O:12])[N:36]2[N:35]=1. The catalyst class is: 114. (6) Reactant: [N+:1]([C:4]1[CH:5]=[C:6]2[C:11](=[O:12])[NH:10][C:8](=[O:9])[C:7]2=[CH:13][CH:14]=1)([O-:3])=[O:2].[CH:15]1([CH2:18]Br)[CH2:17][CH2:16]1.C(=O)([O-])[O-].[K+].[K+]. Product: [CH:15]1([CH2:18][N:10]2[C:11](=[O:12])[C:6]3=[CH:5][C:4]([N+:1]([O-:3])=[O:2])=[CH:14][CH:13]=[C:7]3[C:8]2=[O:9])[CH2:17][CH2:16]1. The catalyst class is: 3. (7) Reactant: [CH:1]1([CH2:4][OH:5])[CH2:3][CH2:2]1.[H-].[Na+].Br[C:9]1[CH:14]=[CH:13][C:12]([Br:15])=[CH:11][N:10]=1. Product: [Br:15][C:12]1[CH:13]=[CH:14][C:9]([O:5][CH2:4][CH:1]2[CH2:3][CH2:2]2)=[N:10][CH:11]=1. The catalyst class is: 3. (8) Reactant: [C:1]([C:3]1[CH:4]=[C:5]([C:16]2[C:17]3[CH:24]=[C:23]([C:25]4[CH:30]=[CH:29][C:28]([N:31]5[CH2:36][CH2:35][N:34](C(OC(C)(C)C)=O)[CH2:33][CH2:32]5)=[CH:27][CH:26]=4)[N:22]([S:44]([C:47]4[CH:52]=[CH:51][CH:50]=[CH:49][CH:48]=4)(=[O:46])=[O:45])[C:18]=3[N:19]=[CH:20][N:21]=2)[CH:6]=[CH:7][C:8]=1[O:9][CH:10]1[CH2:15][CH2:14][O:13][CH2:12][CH2:11]1)#[N:2].Cl. Product: [C:47]1([S:44]([N:22]2[C:18]3[N:19]=[CH:20][N:21]=[C:16]([C:5]4[CH:6]=[CH:7][C:8]([O:9][CH:10]5[CH2:15][CH2:14][O:13][CH2:12][CH2:11]5)=[C:3]([CH:4]=4)[C:1]#[N:2])[C:17]=3[CH:24]=[C:23]2[C:25]2[CH:30]=[CH:29][C:28]([N:31]3[CH2:32][CH2:33][NH:34][CH2:35][CH2:36]3)=[CH:27][CH:26]=2)(=[O:46])=[O:45])[CH:48]=[CH:49][CH:50]=[CH:51][CH:52]=1. The catalyst class is: 4.